From a dataset of Peptide-MHC class I binding affinity with 185,985 pairs from IEDB/IMGT. Regression. Given a peptide amino acid sequence and an MHC pseudo amino acid sequence, predict their binding affinity value. This is MHC class I binding data. (1) The MHC is HLA-A02:06 with pseudo-sequence HLA-A02:06. The binding affinity (normalized) is 0.349. The peptide sequence is IVTFINDYA. (2) The peptide sequence is LAYIFYLL. The MHC is H-2-Kb with pseudo-sequence H-2-Kb. The binding affinity (normalized) is 0.990. (3) The peptide sequence is SYTLKLGEY. The MHC is HLA-A30:01 with pseudo-sequence HLA-A30:01. The binding affinity (normalized) is 0.406.